From a dataset of Forward reaction prediction with 1.9M reactions from USPTO patents (1976-2016). Predict the product of the given reaction. Given the reactants [Br:1][C:2]1[C:3]([NH:10][CH2:11][CH3:12])=[C:4]([NH2:9])[C:5]([Cl:8])=[N:6][CH:7]=1.Cl.CN(C)CCCN=C=NCC.[C:25]([CH2:27][C:28](O)=[O:29])#[N:26].CN1CCOCC1, predict the reaction product. The product is: [Br:1][C:2]1[C:3]([NH:10][CH2:11][CH3:12])=[C:4]([NH:9][C:28](=[O:29])[CH2:27][C:25]#[N:26])[C:5]([Cl:8])=[N:6][CH:7]=1.